Dataset: Full USPTO retrosynthesis dataset with 1.9M reactions from patents (1976-2016). Task: Predict the reactants needed to synthesize the given product. (1) Given the product [CH2:12]([O:25][C:8]([C:6]1[CH:5]=[CH:4][CH:3]=[C:2]([O:22][CH2:19][C:13]2[CH:18]=[CH:17][CH:16]=[CH:15][CH:14]=2)[N:7]=1)=[O:10])[C:13]1[CH:18]=[CH:17][CH:16]=[CH:15][CH:14]=1, predict the reactants needed to synthesize it. The reactants are: O[C:2]1[N:7]=[C:6]([C:8]([OH:10])=O)[CH:5]=[CH:4][CH:3]=1.Br[CH2:12][C:13]1[CH:18]=[CH:17][CH:16]=[CH:15][CH:14]=1.[C:19]([O-:22])([O-])=O.[Cs+].[Cs+].[OH2:25]. (2) Given the product [F:40][C:28]([F:27])([F:39])[C:29]1[CH:30]=[CH:31][C:32]([S:35]([O-:38])(=[O:36])=[O:37])=[CH:33][CH:34]=1.[C:15]1([S+:8]([C:2]2[CH:3]=[CH:4][CH:5]=[CH:6][CH:7]=2)[C:9]2[CH:14]=[CH:13][CH:12]=[CH:11][CH:10]=2)[CH:16]=[CH:17][CH:18]=[CH:19][CH:20]=1, predict the reactants needed to synthesize it. The reactants are: [Br-].[C:2]1([S+:8]([C:15]2[CH:20]=[CH:19][CH:18]=[CH:17][CH:16]=2)[C:9]2[CH:14]=[CH:13][CH:12]=[CH:11][CH:10]=2)[CH:7]=[CH:6][CH:5]=[CH:4][CH:3]=1.C([O-])([O-])OCC.[F:27][C:28]([F:40])([F:39])[C:29]1[CH:34]=[CH:33][C:32]([S:35]([OH:38])(=[O:37])=[O:36])=[CH:31][CH:30]=1.N.